This data is from Forward reaction prediction with 1.9M reactions from USPTO patents (1976-2016). The task is: Predict the product of the given reaction. (1) The product is: [OH:8][C:9]1[CH:18]=[C:17]2[C:12]([C:13](=[O:19])[NH:14][CH:15]=[N:16]2)=[C:11]([O:20][CH:21]([CH3:23])[CH3:22])[CH:10]=1. Given the reactants C([O:8][C:9]1[CH:18]=[C:17]2[C:12]([C:13](=[O:19])[NH:14][CH:15]=[N:16]2)=[C:11]([O:20][CH:21]([CH3:23])[CH3:22])[CH:10]=1)C1C=CC=CC=1.C([O-])=O.[NH4+], predict the reaction product. (2) Given the reactants Cl[C:2]1[CH:3]=[C:4]([CH:7]=[CH:8][C:9]=1F)[C:5]#[N:6].[C:11]1([OH:17])[CH:16]=[CH:15][CH:14]=[CH:13][CH:12]=1.C(=O)([O-])[O-].[K+].[K+].[H-].[Na+].[NH:26]1[CH:30]=[CH:29][N:28]=[CH:27]1, predict the reaction product. The product is: [N:26]1([C:2]2[CH:3]=[C:4]([CH:7]=[CH:8][C:9]=2[O:17][C:11]2[CH:16]=[CH:15][CH:14]=[CH:13][CH:12]=2)[C:5]#[N:6])[CH:30]=[CH:29][N:28]=[CH:27]1. (3) The product is: [CH:21]([C:24]1[CH:25]=[CH:26][C:27]([C:28]([NH:1][CH2:2][C:3]([C:5]2[CH:6]=[C:7]([CH:12]=[CH:13][CH:14]=2)[C:8]([O:10][CH3:11])=[O:9])=[O:4])=[O:29])=[CH:31][CH:32]=1)([CH3:23])[CH3:22]. Given the reactants [NH2:1][CH2:2][C:3]([C:5]1[CH:6]=[C:7]([CH:12]=[CH:13][CH:14]=1)[C:8]([O:10][CH3:11])=[O:9])=[O:4].N1C=CC=CC=1.[CH:21]([C:24]1[CH:32]=[CH:31][C:27]([C:28](Cl)=[O:29])=[CH:26][CH:25]=1)([CH3:23])[CH3:22], predict the reaction product. (4) Given the reactants [Br:1][C:2]1[CH:3]=[C:4]([CH:26]=[CH:27][C:28]=1[O:29]C)[CH2:5][C@H:6]1[C@H:11]([OH:12])[C@@H:10]([NH:13][CH2:14][C:15]2[CH:20]=[CH:19][CH:18]=[C:17]([CH:21]([CH3:23])[CH3:22])[CH:16]=2)[CH2:9][S:8](=[O:25])(=[O:24])[CH2:7]1.B(Br)(Br)Br.CO.C(Cl)[Cl:38].CO, predict the reaction product. The product is: [ClH:38].[Br:1][C:2]1[CH:3]=[C:4]([CH:26]=[CH:27][C:28]=1[OH:29])[CH2:5][C@H:6]1[C@H:11]([OH:12])[C@@H:10]([NH:13][CH2:14][C:15]2[CH:20]=[CH:19][CH:18]=[C:17]([CH:21]([CH3:23])[CH3:22])[CH:16]=2)[CH2:9][S:8](=[O:24])(=[O:25])[CH2:7]1. (5) Given the reactants [Cl:1][C:2]1[CH:3]=[N:4][CH:5]=[C:6]([Cl:28])[C:7]=1[NH:8][C:9]1[N:13]([CH3:14])[C:12]2[C:15]3[CH2:16][C:17]([CH3:27])([CH3:26])[O:18][C:19]=3[C:20]([C:22]([O:24]C)=O)=[CH:21][C:11]=2[N:10]=1.[F:29][C:30]1[CH:36]=[CH:35][C:33]([NH2:34])=[CH:32][C:31]=1[C:37]([F:40])([F:39])[F:38].C[Al](C)C, predict the reaction product. The product is: [Cl:28][C:6]1[CH:5]=[N:4][CH:3]=[C:2]([Cl:1])[C:7]=1[NH:8][C:9]1[N:13]([CH3:14])[C:12]2[C:15]3[CH2:16][C:17]([CH3:27])([CH3:26])[O:18][C:19]=3[C:20]([C:22]([NH:34][C:33]3[CH:35]=[CH:36][C:30]([F:29])=[C:31]([C:37]([F:40])([F:38])[F:39])[CH:32]=3)=[O:24])=[CH:21][C:11]=2[N:10]=1. (6) Given the reactants CON(C)[C:4]([C:6]1[CH:10]=[CH:9][O:8][CH:7]=1)=[O:5].[CH2:12]([Mg]Cl)[C:13]1[CH:18]=[CH:17][CH:16]=[CH:15][CH:14]=1.CCOC(C)=O.[NH4+].[Cl-], predict the reaction product. The product is: [O:8]1[CH:9]=[CH:10][C:6]([C:4](=[O:5])[CH2:12][C:13]2[CH:18]=[CH:17][CH:16]=[CH:15][CH:14]=2)=[CH:7]1. (7) Given the reactants C([O:3][CH:4](OCC)[C:5]1[N:9]([CH2:10][CH2:11][O:12][CH3:13])[C:8]2[CH:14]=[CH:15][CH:16]=[CH:17][C:7]=2[N:6]=1)C.O.[ClH:22], predict the reaction product. The product is: [OH2:3].[ClH:22].[CH3:13][O:12][CH2:11][CH2:10][N:9]1[C:8]2[CH:14]=[CH:15][CH:16]=[CH:17][C:7]=2[N:6]=[C:5]1[CH:4]=[O:3].